The task is: Predict which catalyst facilitates the given reaction.. This data is from Catalyst prediction with 721,799 reactions and 888 catalyst types from USPTO. (1) Reactant: C1(CC[C:6]2[CH:7]=[C:8]([CH:12]=[C:13]([O:15][CH3:16])[CH:14]=2)[C:9]([OH:11])=O)CC1.[NH2:17][CH:18]([CH:20]1[CH2:25][CH2:24][N:23]([C:26]([O:28][C:29]([CH3:32])([CH3:31])[CH3:30])=[O:27])[CH2:22][CH2:21]1)[CH3:19].C(N(CC)CC)C.CN(C(ON1N=NC2C=C[CH:53]=[CH:54][C:49]1=2)=[N+](C)C)C.[B-](F)(F)(F)F.CN([CH:65]=[O:66])C. Product: [CH:53]1([CH2:16][O:15][C:13]2[CH:12]=[C:8]([CH:7]=[C:6]([O:66][CH3:65])[CH:14]=2)[C:9]([NH:17][CH:18]([CH:20]2[CH2:21][CH2:22][N:23]([C:26]([O:28][C:29]([CH3:31])([CH3:30])[CH3:32])=[O:27])[CH2:24][CH2:25]2)[CH3:19])=[O:11])[CH2:54][CH2:49]1. The catalyst class is: 6. (2) Reactant: [N+:1]([C:4]1[CH:5]=[C:6]([CH:12]=[CH:13][C:14]=1[N:15]1[CH2:20][CH2:19][S:18][CH2:17][C:16]1=O)[C:7]([O:9][CH2:10][CH3:11])=[O:8])([O-])=O.O.Cl. Product: [CH2:19]1[C:20]2[N:15]([C:14]3[C:4]([N:1]=2)=[CH:5][C:6]([C:7]([O:9][CH2:10][CH3:11])=[O:8])=[CH:12][CH:13]=3)[CH2:16][CH2:17][S:18]1. The catalyst class is: 186.